From a dataset of Forward reaction prediction with 1.9M reactions from USPTO patents (1976-2016). Predict the product of the given reaction. (1) Given the reactants [C:1]([OH:12])(=[O:11])[C:2]1[CH:10]=[C:8]([OH:9])[C:6]([OH:7])=[C:4]([OH:5])[CH:3]=1.C([O-])([O-])=O.[K+].[K+].[CH:19]1[CH:24]=[CH:23][C:22]([CH2:25]Br)=[CH:21][CH:20]=1.O, predict the reaction product. The product is: [CH2:25]([O:5][C:4]1[CH:3]=[C:2]([CH:10]=[C:8]([O:9][CH2:1][C:2]2[CH:10]=[CH:8][CH:6]=[CH:4][CH:3]=2)[C:6]=1[O:7][CH2:25][C:22]1[CH:23]=[CH:24][CH:19]=[CH:20][CH:21]=1)[C:1]([OH:12])=[O:11])[C:22]1[CH:23]=[CH:24][CH:19]=[CH:20][CH:21]=1. (2) Given the reactants [CH:1]1([C:4]([NH:6][C:7]2[CH:12]=[CH:11][CH:10]=[CH:9][C:8]=2[CH:13]2[C:22]([CH3:24])([CH3:23])[CH2:21][C:20]3[C:15](=[CH:16][CH:17]=[C:18]([C:25]([O:27]C)=[O:26])[CH:19]=3)[NH:14]2)=[O:5])[CH2:3][CH2:2]1.[OH-].[Na+], predict the reaction product. The product is: [CH:1]1([C:4]([NH:6][C:7]2[CH:12]=[CH:11][CH:10]=[CH:9][C:8]=2[CH:13]2[C:22]([CH3:24])([CH3:23])[CH2:21][C:20]3[C:15](=[CH:16][CH:17]=[C:18]([C:25]([OH:27])=[O:26])[CH:19]=3)[NH:14]2)=[O:5])[CH2:2][CH2:3]1. (3) Given the reactants NC1C=CN(CC2CC2)C(=O)N=1.ClCC(CCl)=O.[Cl:19][CH2:20][C:21]1[N:22]=[C:23]2[CH:28]=[CH:27][N:26]([C:29]3[CH:34]=[CH:33][C:32](F)=CC=3)[C:25](=[O:36])[N:24]2[CH:37]=1, predict the reaction product. The product is: [Cl:19][CH2:20][C:21]1[N:22]=[C:23]2[CH:28]=[CH:27][N:26]([CH2:29][CH:34]3[CH2:33][CH2:32]3)[C:25](=[O:36])[N:24]2[CH:37]=1. (4) Given the reactants [CH:1]1([N:4]([CH3:21])[CH:5]2[CH2:14][CH2:13][C:12]([CH3:16])([CH3:15])[C:11]3[CH:10]=[C:9]([C:17]#[CH:18])[CH:8]=[C:7]([O:19][CH3:20])[C:6]2=3)[CH2:3][CH2:2]1.[CH3:22][O:23][C:24](=[O:53])[C:25]([C:28]1[CH:33]=[CH:32][C:31](C#CC2C=C(C3CC3)C3OC4(CC4)CC(C)(C)C=3C=2)=[CH:30][CH:29]=1)([CH3:27])[CH3:26].C(N(CC)CC)C.C(OCC)(=O)C, predict the reaction product. The product is: [CH3:22][O:23][C:24](=[O:53])[C:25]([C:28]1[CH:29]=[CH:30][C:31]([C:18]#[C:17][C:9]2[CH:8]=[C:7]([O:19][CH3:20])[C:6]3[CH:5]([N:4]([CH:1]4[CH2:3][CH2:2]4)[CH3:21])[CH2:14][CH2:13][C:12]([CH3:15])([CH3:16])[C:11]=3[CH:10]=2)=[CH:32][CH:33]=1)([CH3:27])[CH3:26]. (5) Given the reactants [NH2:1][CH2:2][CH2:3][CH2:4][N:5]([C:11]([O:13][C:14]([CH3:17])([CH3:16])[CH3:15])=[O:12])[CH2:6][C:7](OC)=[O:8].CO.[OH-].[Li+], predict the reaction product. The product is: [O:8]=[C:7]1[NH:1][CH2:2][CH2:3][CH2:4][N:5]([C:11]([O:13][C:14]([CH3:17])([CH3:16])[CH3:15])=[O:12])[CH2:6]1. (6) The product is: [CH:21]1([C:14]2[C:15]([C:28]3[CH:29]=[CH:30][C:25]([F:24])=[CH:26][CH:27]=3)=[CH:16][C:17]([C:18]#[N:19])=[C:12]([OH:11])[N:13]=2)[CH2:22][CH2:23]1. Given the reactants CC1C=CC(S([O:11][C:12]2[C:17]([C:18]#[N:19])=[CH:16][C:15](Br)=[C:14]([CH:21]3[CH2:23][CH2:22]3)[N:13]=2)(=O)=O)=CC=1.[F:24][C:25]1[CH:30]=[CH:29][C:28](B(O)O)=[CH:27][CH:26]=1, predict the reaction product.